From a dataset of Catalyst prediction with 721,799 reactions and 888 catalyst types from USPTO. Predict which catalyst facilitates the given reaction. Product: [CH3:1][O:2][C:3]1[N:8]=[CH:7][C:6]([C:9]2[O:13][C:12]([CH3:14])=[C:11]([CH:15]([NH:20][C:21]3[CH:22]=[CH:23][C:24]([C:27]([N:29]([CH3:37])[CH2:30][CH2:31][C:32]([OH:34])=[O:33])=[O:28])=[N:25][CH:26]=3)[CH2:16][CH:17]([CH3:19])[CH3:18])[CH:10]=2)=[CH:5][CH:4]=1. Reactant: [CH3:1][O:2][C:3]1[N:8]=[CH:7][C:6]([C:9]2[O:13][C:12]([CH3:14])=[C:11]([CH:15]([NH:20][C:21]3[CH:22]=[CH:23][C:24]([C:27]([N:29]([CH3:37])[CH2:30][CH2:31][C:32]([O:34]CC)=[O:33])=[O:28])=[N:25][CH:26]=3)[CH2:16][CH:17]([CH3:19])[CH3:18])[CH:10]=2)=[CH:5][CH:4]=1.O1CCCC1.[OH-].[Li+]. The catalyst class is: 8.